From a dataset of Peptide-MHC class II binding affinity with 134,281 pairs from IEDB. Regression. Given a peptide amino acid sequence and an MHC pseudo amino acid sequence, predict their binding affinity value. This is MHC class II binding data. (1) The binding affinity (normalized) is 0.298. The peptide sequence is IDDRFANALLALNDMGK. The MHC is DRB1_0901 with pseudo-sequence DRB1_0901. (2) The peptide sequence is TVLFGVSRSMGIGSQ. The MHC is HLA-DPA10201-DPB10101 with pseudo-sequence HLA-DPA10201-DPB10101. The binding affinity (normalized) is 0.238. (3) The peptide sequence is KTGQALVVGIYDEPM. The MHC is DRB1_0401 with pseudo-sequence DRB1_0401. The binding affinity (normalized) is 0.324. (4) The peptide sequence is VDLFVFSTSFYLISI. The MHC is DRB4_0101 with pseudo-sequence DRB4_0103. The binding affinity (normalized) is 0.393.